Dataset: Full USPTO retrosynthesis dataset with 1.9M reactions from patents (1976-2016). Task: Predict the reactants needed to synthesize the given product. (1) Given the product [Cl:20][C:19]1[C:14]([N:9]2[C:10](=[O:13])[CH2:11][CH2:12][C@H:8]2[C:6]([OH:7])=[O:5])=[N:15][CH:16]=[C:17]([C:21]([F:23])([F:22])[F:24])[CH:18]=1, predict the reactants needed to synthesize it. The reactants are: C([O:5][C:6]([C@@H:8]1[CH2:12][CH2:11][C:10](=[O:13])[N:9]1[C:14]1[C:19]([Cl:20])=[CH:18][C:17]([C:21]([F:24])([F:23])[F:22])=[CH:16][N:15]=1)=[O:7])(C)(C)C.FC(F)(F)C(O)=O. (2) Given the product [NH2:1][C:2]1[C:7]([C:8]([NH:10][CH3:11])=[O:9])=[CH:6][C:5]([C:12]2[CH:17]=[CH:16][CH:15]=[C:14]([CH2:18][NH:19][C@@H:20]3[C:28]4[C:23](=[CH:24][CH:25]=[CH:26][CH:27]=4)[CH2:22][CH2:21]3)[CH:13]=2)=[CH:4][N:3]=1, predict the reactants needed to synthesize it. The reactants are: [NH2:1][C:2]1[C:7]([C:8]([NH:10][CH3:11])=[O:9])=[CH:6][C:5]([C:12]2[CH:17]=[CH:16][CH:15]=[C:14]([CH2:18][N:19](S(C3C=CC([N+]([O-])=O)=CC=3[N+]([O-])=O)(=O)=O)[C@@H:20]3[C:28]4[C:23](=[CH:24][CH:25]=[CH:26][CH:27]=4)[CH2:22][CH2:21]3)[CH:13]=2)=[CH:4][N:3]=1.C(N)CC. (3) Given the product [F:22][C:23]1[CH:24]=[C:25]([C:2]2[C:6]([CH3:7])=[C:5]([C:8]3[CH:13]=[CH:12][C:11]([OH:14])=[CH:10][C:9]=3[CH3:16])[S:4][C:3]=2[CH:17]=[O:21])[CH:26]=[CH:27][C:28]=1[OH:29], predict the reactants needed to synthesize it. The reactants are: Br[C:2]1[C:6]([CH3:7])=[C:5]([C:8]2[CH:13]=[CH:12][C:11]([O:14]C)=[CH:10][C:9]=2[CH3:16])[S:4][C:3]=1[CH:17]1[O:21]CCO1.[F:22][C:23]1[CH:24]=[C:25](B(O)O)[CH:26]=[CH:27][C:28]=1[O:29]C. (4) Given the product [N+:1]([C:4]1[CH:5]=[C:6]([CH:10]([CH3:13])[CH2:11][OH:12])[CH:7]=[CH:8][CH:9]=1)([O-:3])=[O:2], predict the reactants needed to synthesize it. The reactants are: [N+:1]([C:4]1[CH:5]=[C:6]([CH:10]([CH3:13])[CH:11]=[O:12])[CH:7]=[CH:8][CH:9]=1)([O-:3])=[O:2].[BH4-].[Na+]. (5) Given the product [C:1]([O:5][C:6]([NH:8][CH2:9][C@H:10]1[CH2:11][CH2:12][C@H:13]([C:16]([NH:18][C@H:19]([C:20](=[O:21])[NH:64][C:63]2[CH:65]=[CH:66][C:60]([C:58]3[NH:57][N:56]=[C:55]([C:54]([F:68])([F:67])[F:53])[N:59]=3)=[CH:61][CH:62]=2)[CH2:23][C:24]2[CH:29]=[CH:28][C:27]([C:30]3[CH:35]=[CH:34][C:33]([C:36]([NH:37][CH:38]4[CH2:43][CH2:42][N:41]([C:44]([O:46][C:47]([CH3:49])([CH3:48])[CH3:50])=[O:45])[CH2:40][CH2:39]4)=[O:51])=[CH:32][C:31]=3[CH3:52])=[CH:26][CH:25]=2)=[O:17])[CH2:14][CH2:15]1)=[O:7])([CH3:2])([CH3:3])[CH3:4], predict the reactants needed to synthesize it. The reactants are: [C:1]([O:5][C:6]([NH:8][CH2:9][C@H:10]1[CH2:15][CH2:14][C@H:13]([C:16]([NH:18][C@@H:19]([CH2:23][C:24]2[CH:29]=[CH:28][C:27]([C:30]3[CH:35]=[CH:34][C:33]([C:36](=[O:51])[NH:37][CH:38]4[CH2:43][CH2:42][N:41]([C:44]([O:46][C:47]([CH3:50])([CH3:49])[CH3:48])=[O:45])[CH2:40][CH2:39]4)=[CH:32][C:31]=3[CH3:52])=[CH:26][CH:25]=2)[C:20](O)=[O:21])=[O:17])[CH2:12][CH2:11]1)=[O:7])([CH3:4])([CH3:3])[CH3:2].[F:53][C:54]([F:68])([F:67])[C:55]1[N:59]=[C:58]([C:60]2[CH:66]=[CH:65][C:63]([NH2:64])=[CH:62][CH:61]=2)[NH:57][N:56]=1.C(N(CC)C(C)C)(C)C.F[P-](F)(F)(F)(F)F.CN(C(ON1C2=NC=CC=C2N=N1)=[N+](C)C)C. (6) Given the product [CH2:25]([N:12]([CH2:11][C:10]1[CH:27]=[CH:28][CH:29]=[C:8]([C:6]2[CH:5]=[CH:4][N:3]=[C:2]([NH:30][CH2:31][CH2:32][C:33]3[CH:38]=[CH:37][C:36]([OH:39])=[CH:35][CH:34]=3)[N:7]=2)[CH:9]=1)[CH2:13][CH2:14][CH2:15][NH:16][C:17](=[O:24])[C:18]1[CH:23]=[CH:22][CH:21]=[CH:20][CH:19]=1)[CH3:26], predict the reactants needed to synthesize it. The reactants are: Cl[C:2]1[N:7]=[C:6]([C:8]2[CH:9]=[C:10]([CH:27]=[CH:28][CH:29]=2)[CH2:11][N:12]([CH2:25][CH3:26])[CH2:13][CH2:14][CH2:15][NH:16][C:17](=[O:24])[C:18]2[CH:23]=[CH:22][CH:21]=[CH:20][CH:19]=2)[CH:5]=[CH:4][N:3]=1.[NH2:30][CH2:31][CH2:32][C:33]1[CH:38]=[CH:37][C:36]([OH:39])=[CH:35][CH:34]=1.